The task is: Binary Classification. Given a drug SMILES string, predict its activity (active/inactive) in a high-throughput screening assay against a specified biological target.. This data is from Tyrosyl-DNA phosphodiesterase HTS with 341,365 compounds. (1) The drug is s1c(NC(=O)CN2C(=O)C3(NC2=O)C(CCCC3)C)c(c(c1C(=O)N(C)C)C)C(OCC)=O. The result is 0 (inactive). (2) The result is 0 (inactive). The drug is s1c(c(c(c1)C(=O)N\N=C\c1cc(OCCC)ccc1)C)C. (3) The compound is o1c(C(NC(=O)Cc2ccccc2)c2c3c(ccc2O)cccc3)ccc1. The result is 0 (inactive). (4) The drug is O=C(C[n+]1c2c(c(cc1)C)cccc2)c1ccccc1. The result is 0 (inactive). (5) The result is 0 (inactive). The molecule is Clc1ccc(C(=O)Nc2sc(c(n2)C)C(=O)C)cc1. (6) The compound is s1c2nc(cc(c2c(N)c1C(OCC)=O)C)C. The result is 0 (inactive). (7) The drug is S(CC(=O)N(C(C)C)C(C)C)c1n(\c([nH]n1)=C1\C=c2c(=CC1=O)cccc2)CC. The result is 0 (inactive). (8) The result is 0 (inactive). The compound is O=C1N(C(CC(=O)Nc2ncccc2C)c2cc(OC)c(OC)c(OC)c2)Cc2c1cccc2. (9) The molecule is Brc1cc(C2n3[nH]nnc3=NC(=C2)c2ccc(Br)cc2)c(F)cc1. The result is 0 (inactive). (10) The molecule is o1c(CC(C)C)ccc1C(=O)Nc1ccc(Cc2ccncc2)cc1. The result is 0 (inactive).